From a dataset of Peptide-MHC class II binding affinity with 134,281 pairs from IEDB. Regression. Given a peptide amino acid sequence and an MHC pseudo amino acid sequence, predict their binding affinity value. This is MHC class II binding data. (1) The peptide sequence is MGDDGVLACAIATHAKIRD. The MHC is HLA-DQA10301-DQB10302 with pseudo-sequence HLA-DQA10301-DQB10302. The binding affinity (normalized) is 0.359. (2) The binding affinity (normalized) is 0.362. The peptide sequence is QPEQPQQSFPEKERP. The MHC is HLA-DQA10501-DQB10201 with pseudo-sequence HLA-DQA10501-DQB10201.